From a dataset of Full USPTO retrosynthesis dataset with 1.9M reactions from patents (1976-2016). Predict the reactants needed to synthesize the given product. (1) Given the product [CH3:34][C:35]([CH3:40])([CH3:39])[CH2:36][CH2:27][N:24]1[CH2:23][CH2:22][CH:21]([N:9]([CH2:8][C:5]2[CH:4]=[CH:3][C:2]([CH3:1])=[CH:7][CH:6]=2)[C:10](=[O:20])[CH2:11][C:12]2[CH:13]=[CH:14][C:49]([O:51][CH3:42])=[CH:50][CH:17]=2)[CH2:26][CH2:25]1, predict the reactants needed to synthesize it. The reactants are: [CH3:1][C:2]1[CH:7]=[CH:6][C:5]([CH2:8][N:9]([CH:21]2[CH2:26][CH2:25][N:24]([C:27](OC(C)(C)C)=O)[CH2:23][CH2:22]2)[C:10](=[O:20])[CH2:11][C:12]2[CH:17]=CC(OC)=[CH:14][CH:13]=2)=[CH:4][CH:3]=1.[CH3:34][C:35]([CH3:40])([CH3:39])[CH2:36]C=O.[BH4-].[C:42](OC(=O)C)(=O)C.[CH2:49]([OH:51])[CH3:50]. (2) Given the product [CH3:7][C:5]1[S:4][C:3]([C:8]2[CH:9]=[CH:10][N:30]=[C:28]([NH:27][C:24]3[CH:25]=[CH:26][C:21]([N:15]4[CH2:16][CH2:17][CH2:18][CH2:19][CH2:20]4)=[CH:22][CH:23]=3)[N:29]=2)=[C:2]([CH3:1])[N:6]=1, predict the reactants needed to synthesize it. The reactants are: [CH3:1][C:2]1[N:6]=[C:5]([CH3:7])[S:4][C:3]=1/[CH:8]=[CH:9]/[C:10](N(C)C)=O.[N:15]1([C:21]2[CH:26]=[CH:25][C:24]([NH:27][C:28]([NH2:30])=[NH:29])=[CH:23][CH:22]=2)[CH2:20][CH2:19][CH2:18][CH2:17][CH2:16]1. (3) Given the product [Cl:1][C:2]1[C:25]([O:26][CH3:27])=[CH:24][CH:23]=[CH:22][C:3]=1[O:4][C:5]1[CH2:9][N:8]([CH:10]([CH2:14][CH:15]2[CH2:20][CH2:19][O:18][CH2:17][CH2:16]2)[C:11]([NH:49][C:50]2[CH:54]=[CH:53][N:52]([CH2:55][C:56]([OH:58])([CH3:57])[CH3:59])[N:51]=2)=[O:12])[C:7](=[O:21])[CH:6]=1, predict the reactants needed to synthesize it. The reactants are: [Cl:1][C:2]1[C:25]([O:26][CH3:27])=[CH:24][CH:23]=[CH:22][C:3]=1[O:4][C:5]1[CH2:9][N:8]([CH:10]([CH2:14][CH:15]2[CH2:20][CH2:19][O:18][CH2:17][CH2:16]2)[C:11](O)=[O:12])[C:7](=[O:21])[CH:6]=1.CN(C)CCCN=C=NCC.ON1C2C=CC=CC=2N=N1.[NH2:49][C:50]1[CH:54]=[CH:53][N:52]([CH2:55][C:56]([CH3:59])([OH:58])[CH3:57])[N:51]=1. (4) Given the product [CH3:19][O:1][C@@H:2]1[CH2:8][N:7]([C:9]([O:11][CH2:12][CH3:13])=[O:10])[CH2:6][CH2:5][C:4]2[S:14][CH:15]=[CH:16][C:3]1=2, predict the reactants needed to synthesize it. The reactants are: [OH:1][C@@H:2]1[CH2:8][N:7]([C:9]([O:11][CH2:12][CH3:13])=[O:10])[CH2:6][CH2:5][C:4]2[S:14][CH:15]=[CH:16][C:3]1=2.[H-].[Na+].[CH3:19]I. (5) Given the product [C:11]12([C:9](=[O:10])[CH2:8][O:4][C:1]3[CH:25]=[CH:26][CH:27]=[C:22]([Cl:21])[N:23]=3)[CH2:20][CH:15]3[CH2:16][CH:17]([CH2:19][CH:13]([CH2:14]3)[CH2:12]1)[CH2:18]2, predict the reactants needed to synthesize it. The reactants are: [C:1]([O-:4])([O-])=O.[K+].[K+].Br[CH2:8][C:9]([C:11]12[CH2:20][CH:15]3[CH2:16][CH:17]([CH2:19][CH:13]([CH2:14]3)[CH2:12]1)[CH2:18]2)=[O:10].[Cl:21][C:22]1[C:27](O)=[CH:26][CH:25]=C[N:23]=1. (6) Given the product [Br:1][C:2]1[CH:11]=[C:10]2[C:5]([CH:6]=[CH:7][N:8]=[C:9]2[O:12][C@H:13]2[CH2:17][N:16]3[C:18](=[O:35])[C@@H:19]([NH:27][C:28]([O:30][C:31]([CH3:32])([CH3:34])[CH3:33])=[O:29])[CH2:20][CH2:21][CH2:22][CH2:23][CH2:24][CH:43]=[CH:42][C@@H:40]4[CH2:41][C@@:39]4([C:44]([O:46][CH2:47][CH3:48])=[O:45])[NH:38][C:36](=[O:37])[C@@H:15]3[CH2:14]2)=[CH:4][C:3]=1[O:49][CH3:50], predict the reactants needed to synthesize it. The reactants are: [Br:1][C:2]1[CH:11]=[C:10]2[C:5]([CH:6]=[CH:7][N:8]=[C:9]2[O:12][C@H:13]2[CH2:17][N:16]([C:18](=[O:35])[C@@H:19]([NH:27][C:28]([O:30][C:31]([CH3:34])([CH3:33])[CH3:32])=[O:29])[CH2:20][CH2:21][CH2:22][CH2:23][CH2:24]C=C)[C@H:15]([C:36]([NH:38][C@:39]3([C:44]([O:46][CH2:47][CH3:48])=[O:45])[CH2:41][C@H:40]3[CH:42]=[CH2:43])=[O:37])[CH2:14]2)=[CH:4][C:3]=1[O:49][CH3:50]. (7) Given the product [CH3:1][O:2][C:3]([C:5]1([CH2:14][CH2:13][CH2:12][CH2:11][Cl:10])[CH2:9][CH2:8][CH2:7][CH2:6]1)=[O:4], predict the reactants needed to synthesize it. The reactants are: [CH3:1][O:2][C:3]([CH:5]1[CH2:9][CH2:8][CH2:7][CH2:6]1)=[O:4].[Cl:10][CH2:11][CH2:12][CH2:13][CH2:14]Br.